This data is from NCI-60 drug combinations with 297,098 pairs across 59 cell lines. The task is: Regression. Given two drug SMILES strings and cell line genomic features, predict the synergy score measuring deviation from expected non-interaction effect. (1) Drug 1: CC1=C2C(C(=O)C3(C(CC4C(C3C(C(C2(C)C)(CC1OC(=O)C(C(C5=CC=CC=C5)NC(=O)OC(C)(C)C)O)O)OC(=O)C6=CC=CC=C6)(CO4)OC(=O)C)OC)C)OC. Drug 2: CC1=C2C(C(=O)C3(C(CC4C(C3C(C(C2(C)C)(CC1OC(=O)C(C(C5=CC=CC=C5)NC(=O)OC(C)(C)C)O)O)OC(=O)C6=CC=CC=C6)(CO4)OC(=O)C)O)C)O. Cell line: HT29. Synergy scores: CSS=44.9, Synergy_ZIP=-0.739, Synergy_Bliss=-2.55, Synergy_Loewe=-6.33, Synergy_HSA=-0.423. (2) Drug 1: CC=C1C(=O)NC(C(=O)OC2CC(=O)NC(C(=O)NC(CSSCCC=C2)C(=O)N1)C(C)C)C(C)C. Drug 2: C1=NC(=NC(=O)N1C2C(C(C(O2)CO)O)O)N. Cell line: SR. Synergy scores: CSS=41.3, Synergy_ZIP=-7.80, Synergy_Bliss=-13.4, Synergy_Loewe=-12.5, Synergy_HSA=-9.71. (3) Drug 1: CC1C(C(=O)NC(C(=O)N2CCCC2C(=O)N(CC(=O)N(C(C(=O)O1)C(C)C)C)C)C(C)C)NC(=O)C3=C4C(=C(C=C3)C)OC5=C(C(=O)C(=C(C5=N4)C(=O)NC6C(OC(=O)C(N(C(=O)CN(C(=O)C7CCCN7C(=O)C(NC6=O)C(C)C)C)C)C(C)C)C)N)C. Drug 2: C(=O)(N)NO. Cell line: NCI-H226. Synergy scores: CSS=13.6, Synergy_ZIP=-1.44, Synergy_Bliss=4.35, Synergy_Loewe=-81.2, Synergy_HSA=5.57. (4) Drug 1: CS(=O)(=O)CCNCC1=CC=C(O1)C2=CC3=C(C=C2)N=CN=C3NC4=CC(=C(C=C4)OCC5=CC(=CC=C5)F)Cl. Drug 2: CCN(CC)CCCC(C)NC1=C2C=C(C=CC2=NC3=C1C=CC(=C3)Cl)OC. Cell line: U251. Synergy scores: CSS=19.6, Synergy_ZIP=-0.519, Synergy_Bliss=3.03, Synergy_Loewe=-10.5, Synergy_HSA=1.89. (5) Cell line: IGROV1. Drug 2: C1=CC=C(C(=C1)C(C2=CC=C(C=C2)Cl)C(Cl)Cl)Cl. Drug 1: C1CCC(C1)C(CC#N)N2C=C(C=N2)C3=C4C=CNC4=NC=N3. Synergy scores: CSS=3.92, Synergy_ZIP=-2.45, Synergy_Bliss=-0.681, Synergy_Loewe=-6.75, Synergy_HSA=-0.794. (6) Drug 1: CC12CCC3C(C1CCC2=O)CC(=C)C4=CC(=O)C=CC34C. Drug 2: CS(=O)(=O)OCCCCOS(=O)(=O)C. Cell line: SNB-75. Synergy scores: CSS=26.1, Synergy_ZIP=-8.78, Synergy_Bliss=-2.70, Synergy_Loewe=-10.4, Synergy_HSA=-1.58.